From a dataset of Forward reaction prediction with 1.9M reactions from USPTO patents (1976-2016). Predict the product of the given reaction. (1) Given the reactants CC1(C)[O:6][C:5](=[CH:7][C:8]([N:10]([CH2:21][C:22]2[CH:27]=[CH:26][C:25]([F:28])=[CH:24][CH:23]=2)[O:11][CH2:12][CH2:13][CH2:14][N:15]2[CH2:20][CH2:19][O:18][CH2:17][CH2:16]2)=[O:9])[C:4](=[O:29])O1.[CH2:31]=O.[NH2:33][CH2:34][CH2:35][N:36]1[CH2:41][CH2:40][O:39][CH2:38][CH2:37]1, predict the reaction product. The product is: [F:28][C:25]1[CH:24]=[CH:23][C:22]([CH2:21][N:10]([O:11][CH2:12][CH2:13][CH2:14][N:15]2[CH2:16][CH2:17][O:18][CH2:19][CH2:20]2)[C:8]([C:7]2[CH2:31][N:33]([CH2:34][CH2:35][N:36]3[CH2:41][CH2:40][O:39][CH2:38][CH2:37]3)[C:4](=[O:29])[C:5]=2[OH:6])=[O:9])=[CH:27][CH:26]=1. (2) Given the reactants [F:1][C:2]1[CH:11]=[CH:10][C:9]2[O:8][CH2:7][C:6]3[CH:12]=[C:13]([C:15](Cl)=[O:16])[S:14][C:5]=3[C:4]=2[CH:3]=1.[Cl:18][C:19]1[CH:26]=[C:25]([Cl:27])[CH:24]=[CH:23][C:20]=1[NH:21][CH3:22], predict the reaction product. The product is: [Cl:18][C:19]1[CH:26]=[C:25]([Cl:27])[CH:24]=[CH:23][C:20]=1[N:21]([CH3:22])[C:15]([C:13]1[S:14][C:5]2[C:4]3[CH:3]=[C:2]([F:1])[CH:11]=[CH:10][C:9]=3[O:8][CH2:7][C:6]=2[CH:12]=1)=[O:16].